Dataset: Reaction yield outcomes from USPTO patents with 853,638 reactions. Task: Predict the reaction yield, written as a fraction of the theoretical maximum amount of product (1.0 means a 100% yield; for example, 0.34 means a 34% yield). (1) The reactants are [CH:1]([NH:4][C:5]([C:7]1[C:15]2[C:10](=[N:11][CH:12]=[C:13]([C:16]3[C:24]4[C:19](=[CH:20][CH:21]=[C:22]([CH2:25][OH:26])[CH:23]=4)[N:18]([CH3:27])[N:17]=3)[N:14]=2)[N:9]([CH2:28][O:29][CH2:30][CH2:31][Si:32]([CH3:35])([CH3:34])[CH3:33])[CH:8]=1)=[O:6])([CH3:3])[CH3:2].CC(OI1(OC(C)=O)(OC(C)=O)OC(=O)C2C=CC=CC1=2)=O. The product is [CH:1]([NH:4][C:5]([C:7]1[C:15]2[C:10](=[N:11][CH:12]=[C:13]([C:16]3[C:24]4[C:19](=[CH:20][CH:21]=[C:22]([CH:25]=[O:26])[CH:23]=4)[N:18]([CH3:27])[N:17]=3)[N:14]=2)[N:9]([CH2:28][O:29][CH2:30][CH2:31][Si:32]([CH3:34])([CH3:33])[CH3:35])[CH:8]=1)=[O:6])([CH3:3])[CH3:2]. The catalyst is ClCCl. The yield is 0.710. (2) The reactants are [C:1]([C:4]1[CH:5]=[CH:6][C:7]([Br:10])=[N:8][CH:9]=1)(=[O:3])[CH3:2].[CH2:11](O)[CH2:12][OH:13].O.C1(C)C=CC(S(O)(=O)=O)=CC=1. The catalyst is C1(C)C=CC=CC=1. The product is [Br:10][C:7]1[CH:6]=[CH:5][C:4]([C:1]2([CH3:2])[O:13][CH2:12][CH2:11][O:3]2)=[CH:9][N:8]=1. The yield is 0.790.